From a dataset of NCI-60 drug combinations with 297,098 pairs across 59 cell lines. Regression. Given two drug SMILES strings and cell line genomic features, predict the synergy score measuring deviation from expected non-interaction effect. (1) Drug 1: C(=O)(N)NO. Drug 2: CC1C(C(CC(O1)OC2CC(CC3=C2C(=C4C(=C3O)C(=O)C5=C(C4=O)C(=CC=C5)OC)O)(C(=O)CO)O)N)O.Cl. Cell line: BT-549. Synergy scores: CSS=29.9, Synergy_ZIP=-4.57, Synergy_Bliss=-2.12, Synergy_Loewe=-15.2, Synergy_HSA=-0.900. (2) Drug 1: C1CC(C1)(C(=O)O)C(=O)O.[NH2-].[NH2-].[Pt+2]. Drug 2: C(CC(=O)O)C(=O)CN.Cl. Cell line: UO-31. Synergy scores: CSS=3.08, Synergy_ZIP=0.130, Synergy_Bliss=2.35, Synergy_Loewe=-2.05, Synergy_HSA=-1.64.